From a dataset of Reaction yield outcomes from USPTO patents with 853,638 reactions. Predict the reaction yield, written as a fraction of the theoretical maximum amount of product (1.0 means a 100% yield; for example, 0.34 means a 34% yield). (1) The reactants are CC(C)=O.[CH2:5]([N:7]([CH2:44][CH3:45])[CH2:8][CH2:9][CH2:10][NH:11][C:12]1[N:13]=[C:14]([C:31]2[CH:32]=[C:33]([CH:40]=[CH:41][C:42]=2[CH3:43])[C:34]([NH:36][CH2:37][CH2:38][CH3:39])=[O:35])[C:15]2[CH2:20][NH:19][C:18](=[O:21])[N:17]([C:22]3[C:27]([F:28])=[CH:26][CH:25]=[CH:24][C:23]=3[F:29])[C:16]=2[N:30]=1)[CH3:6].[C:46]([OH:53])(=[O:52])/[CH:47]=[CH:48]/[C:49]([OH:51])=[O:50]. The catalyst is O. The product is [C:46]([OH:53])(=[O:52])/[CH:47]=[CH:48]/[C:49]([OH:51])=[O:50].[CH2:44]([N:7]([CH2:5][CH3:6])[CH2:8][CH2:9][CH2:10][NH:11][C:12]1[N:13]=[C:14]([C:31]2[CH:32]=[C:33]([CH:40]=[CH:41][C:42]=2[CH3:43])[C:34]([NH:36][CH2:37][CH2:38][CH3:39])=[O:35])[C:15]2[CH2:20][NH:19][C:18](=[O:21])[N:17]([C:22]3[C:23]([F:29])=[CH:24][CH:25]=[CH:26][C:27]=3[F:28])[C:16]=2[N:30]=1)[CH3:45]. The yield is 0.854. (2) The reactants are C[O:2][C:3]([C:5]1[N:6]([CH3:35])[C:7]([S:10]([N:13]2[CH2:18][CH2:17][CH:16]([S:19][C:20]3[CH:25]=[C:24]([C:26]([CH3:29])([CH3:28])[CH3:27])[C:23]([OH:30])=[C:22]([C:31]([CH3:34])([CH3:33])[CH3:32])[CH:21]=3)[CH2:15][CH2:14]2)(=[O:12])=[O:11])=[CH:8][CH:9]=1)=O.[H-].[H-].[H-].[H-].[Li+].[Al+3]. The catalyst is C1COCC1. The product is [C:26]([C:24]1[CH:25]=[C:20]([S:19][CH:16]2[CH2:17][CH2:18][N:13]([S:10]([C:7]3[N:6]([CH3:35])[C:5]([CH2:3][OH:2])=[CH:9][CH:8]=3)(=[O:12])=[O:11])[CH2:14][CH2:15]2)[CH:21]=[C:22]([C:31]([CH3:34])([CH3:33])[CH3:32])[C:23]=1[OH:30])([CH3:29])([CH3:28])[CH3:27]. The yield is 0.470. (3) The reactants are [Na].Cl.[N:3]1[CH:8]=[CH:7][C:6]([CH2:9][C:10]#[N:11])=[CH:5][CH:4]=1.[F:12][C:13]1[CH:14]=[C:15]([CH:18]=[CH:19][CH:20]=1)[CH:16]=O. The catalyst is C(O)C. The product is [F:12][C:13]1[CH:14]=[C:15]([CH:16]=[C:9]([C:6]2[CH:7]=[CH:8][N:3]=[CH:4][CH:5]=2)[C:10]#[N:11])[CH:18]=[CH:19][CH:20]=1. The yield is 0.560. (4) The reactants are [Cl-].O[NH3+:3].[C:4](=[O:7])([O-])[OH:5].[Na+].CS(C)=O.[F:13][C:14]1[CH:15]=[C:16]([C:40]2[C:41]([C:46]#[N:47])=[CH:42][CH:43]=[CH:44][CH:45]=2)[CH:17]=[CH:18][C:19]=1[CH2:20][C:21]1[C:22](=[O:39])[N:23]([CH:34]([CH3:38])[CH2:35][O:36][CH3:37])[C:24]2[N:25]([N:30]=[C:31]([CH3:33])[N:32]=2)[C:26]=1[CH2:27][CH2:28][CH3:29]. The catalyst is C(OCC)(=O)C. The product is [F:13][C:14]1[CH:15]=[C:16]([C:40]2[CH:45]=[CH:44][CH:43]=[CH:42][C:41]=2[C:46]2[NH:3][C:4](=[O:7])[O:5][N:47]=2)[CH:17]=[CH:18][C:19]=1[CH2:20][C:21]1[C:22](=[O:39])[N:23]([CH:34]([CH3:38])[CH2:35][O:36][CH3:37])[C:24]2[N:25]([N:30]=[C:31]([CH3:33])[N:32]=2)[C:26]=1[CH2:27][CH2:28][CH3:29]. The yield is 0.490. (5) The reactants are C([O:5][C:6](=[O:26])[CH2:7][CH2:8][CH2:9][NH+:10]([CH3:25])[CH2:11][CH2:12][CH2:13][CH2:14][CH2:15][CH2:16][CH2:17][CH2:18][CH2:19][CH2:20][CH2:21][CH2:22][CH2:23][CH3:24])(C)(C)C. The catalyst is C(O)(C(F)(F)F)=O.O. The product is [CH3:25][NH+:10]([CH2:11][CH2:12][CH2:13][CH2:14][CH2:15][CH2:16][CH2:17][CH2:18][CH2:19][CH2:20][CH2:21][CH2:22][CH2:23][CH3:24])[CH2:9][CH2:8][CH2:7][C:6]([O-:26])=[O:5]. The yield is 0.360. (6) The reactants are [Br:1][C:2]1[CH:3]=[C:4]([N+:12]([O-:14])=[O:13])[C:5]([CH3:11])=[C:6]([CH:10]=1)[C:7]([OH:9])=[O:8].[C:15](=O)([O-])[O-].[Na+].[Na+].CI. The catalyst is CN(C=O)C. The product is [Br:1][C:2]1[CH:3]=[C:4]([N+:12]([O-:14])=[O:13])[C:5]([CH3:11])=[C:6]([CH:10]=1)[C:7]([O:9][CH3:15])=[O:8]. The yield is 0.990. (7) The reactants are [CH3:1][C:2]1[CH:10]=[CH:9][C:5]2[N:6]=[CH:7][O:8][C:4]=2[CH:3]=1.[Br:11]N1C(=O)CCC1=O.N(C(C)(C)C#N)=NC(C)(C)C#N. The catalyst is C(Cl)(Cl)(Cl)Cl. The product is [Br:11][CH2:1][C:2]1[CH:10]=[CH:9][C:5]2[N:6]=[CH:7][O:8][C:4]=2[CH:3]=1. The yield is 0.380.